Dataset: Reaction yield outcomes from USPTO patents with 853,638 reactions. Task: Predict the reaction yield, written as a fraction of the theoretical maximum amount of product (1.0 means a 100% yield; for example, 0.34 means a 34% yield). (1) The yield is 0.400. The catalyst is C(#N)C. The reactants are Br[C:2]1[N:3]=[C:4]2[N:11]([CH:12]3[CH2:17][CH2:16][O:15][CH2:14][CH2:13]3)[CH2:10][C:9](=[O:18])[NH:8][C:5]2=[N:6][CH:7]=1.Br[C:20]1[C:21]([NH:27][C:28](=O)CI)=[N:22][CH:23]=[C:24](Br)[N:25]=1.[CH:32](N(C(C)C)CC)(C)[CH3:33].O1CCC([NH2:47])CC1. The product is [NH:47]1[CH:28]=[N:27][C:21]([C:20]2[N:25]=[CH:24][C:23]([C:2]3[N:3]=[C:4]4[N:11]([CH:12]5[CH2:17][CH2:16][O:15][CH2:14][CH2:13]5)[CH2:10][C:9](=[O:18])[NH:8][C:5]4=[N:6][CH:7]=3)=[CH:33][CH:32]=2)=[N:22]1. (2) The reactants are Br[C:2]1[CH:7]=[CH:6][N:5]=[C:4]([Cl:8])[CH:3]=1.C[Si](C)(C)[C:11]#[C:12][CH3:13].CCCC[N+](CCCC)(CCCC)CCCC.[F-]. The catalyst is C1(C)C=CC=CC=1.[Cu]I.C1C=CC([P]([Pd]([P](C2C=CC=CC=2)(C2C=CC=CC=2)C2C=CC=CC=2)([P](C2C=CC=CC=2)(C2C=CC=CC=2)C2C=CC=CC=2)[P](C2C=CC=CC=2)(C2C=CC=CC=2)C2C=CC=CC=2)(C2C=CC=CC=2)C2C=CC=CC=2)=CC=1. The product is [Cl:8][C:4]1[CH:3]=[C:2]([C:11]#[C:12][CH3:13])[CH:7]=[CH:6][N:5]=1. The yield is 0.670. (3) The reactants are [CH3:1][O:2][C:3]1[CH:4]=[C:5]([CH:29]=[CH:30][C:31]=1[O:32][CH2:33][C:34]1[CH:35]=[N:36][C:37]([O:40][CH3:41])=[CH:38][CH:39]=1)[CH2:6][N:7]1[C:11]2[CH:12]=[CH:13][C:14]([CH:16]3[CH2:21][CH2:20][N:19](C(OC(C)(C)C)=O)[CH2:18][CH2:17]3)=[CH:15][C:10]=2[N:9]=[CH:8]1.FC(F)(F)C(O)=O.[OH-].[Na+]. The catalyst is ClCCl. The product is [CH3:1][O:2][C:3]1[CH:4]=[C:5]([CH:29]=[CH:30][C:31]=1[O:32][CH2:33][C:34]1[CH:35]=[N:36][C:37]([O:40][CH3:41])=[CH:38][CH:39]=1)[CH2:6][N:7]1[C:11]2[CH:12]=[CH:13][C:14]([CH:16]3[CH2:21][CH2:20][NH:19][CH2:18][CH2:17]3)=[CH:15][C:10]=2[N:9]=[CH:8]1. The yield is 0.0800. (4) The reactants are [ClH:1].[CH2:2]([O:4][C:5](=[O:8])[CH2:6]N)[CH3:3].Cl.[N:10]([O-:12])=O.[Na+]. The catalyst is O. The product is [CH3:3][CH2:2][O:4][C:5](/[C:6](/[Cl:1])=[N:10]\[OH:12])=[O:8]. The yield is 0.390. (5) The reactants are [O:1]1[C:5]2[CH:6]=[CH:7][C:8]([C:10]3([C:13]([NH:15][C:16]4[CH:21]=[CH:20][C:19]([CH3:22])=[C:18](Br)[CH:17]=4)=[O:14])[CH2:12][CH2:11]3)=[CH:9][C:4]=2[O:3][CH2:2]1.[OH:24][CH2:25][C:26]1[CH:31]=[CH:30][C:29](B(O)O)=[CH:28][CH:27]=1.C([O-])([O-])=O.[K+].[K+]. The catalyst is CN(C)C=O. The product is [O:1]1[C:5]2[CH:6]=[CH:7][C:8]([C:10]3([C:13]([NH:15][C:16]4[CH:17]=[C:18]([C:29]5[CH:30]=[CH:31][C:26]([CH2:25][OH:24])=[CH:27][CH:28]=5)[C:19]([CH3:22])=[CH:20][CH:21]=4)=[O:14])[CH2:12][CH2:11]3)=[CH:9][C:4]=2[O:3][CH2:2]1. The yield is 0.590. (6) The reactants are [F:1][C:2]1[CH:7]=[CH:6][C:5]([C:8]2[C:9](B(O)O)=[CH:10][C:11]3[O:15][CH2:14][O:13][C:12]=3[CH:16]=2)=[CH:4][CH:3]=1.Br[C:21]1[CH:26]=[CH:25][C:24]([S:27]([NH2:30])(=[O:29])=[O:28])=[CH:23][CH:22]=1.C([O-])([O-])=O.[Na+].[Na+]. The catalyst is C1(C)C=CC=CC=1.C(O)C.C1C=CC([P]([Pd]([P](C2C=CC=CC=2)(C2C=CC=CC=2)C2C=CC=CC=2)([P](C2C=CC=CC=2)(C2C=CC=CC=2)C2C=CC=CC=2)[P](C2C=CC=CC=2)(C2C=CC=CC=2)C2C=CC=CC=2)(C2C=CC=CC=2)C2C=CC=CC=2)=CC=1. The product is [F:1][C:2]1[CH:7]=[CH:6][C:5]([C:8]2[C:9]([C:21]3[CH:26]=[CH:25][C:24]([S:27]([NH2:30])(=[O:29])=[O:28])=[CH:23][CH:22]=3)=[CH:10][C:11]3[O:15][CH2:14][O:13][C:12]=3[CH:16]=2)=[CH:4][CH:3]=1. The yield is 0.760.